From a dataset of CYP3A4 inhibition data for predicting drug metabolism from PubChem BioAssay. Regression/Classification. Given a drug SMILES string, predict its absorption, distribution, metabolism, or excretion properties. Task type varies by dataset: regression for continuous measurements (e.g., permeability, clearance, half-life) or binary classification for categorical outcomes (e.g., BBB penetration, CYP inhibition). Dataset: cyp3a4_veith. (1) The drug is O=C(O)c1ccc(S(=O)(=O)NC2CCCc3ccccc32)cc1. The result is 0 (non-inhibitor). (2) The result is 0 (non-inhibitor). The molecule is O=C(O)/C=C\c1ccc(O)c(O)c1. (3) The drug is O=C(CCc1ccccc1)NNC(=O)C1CCCCC1. The result is 0 (non-inhibitor). (4) The molecule is CON(C)C(=O)c1nnc2c(n1)[nH]c1ccccc12. The result is 0 (non-inhibitor). (5) The drug is CSc1nsc(SC)c1NC(=O)OCc1ccccc1. The result is 1 (inhibitor). (6) The molecule is N#Cc1ccc(OC(=O)c2ccc(N=C(N)N)cc2)cc1.c1ccncc1. The result is 0 (non-inhibitor).